Regression. Given two drug SMILES strings and cell line genomic features, predict the synergy score measuring deviation from expected non-interaction effect. From a dataset of NCI-60 drug combinations with 297,098 pairs across 59 cell lines. (1) Drug 1: COC1=C(C=C2C(=C1)N=CN=C2NC3=CC(=C(C=C3)F)Cl)OCCCN4CCOCC4. Drug 2: CN(CC1=CN=C2C(=N1)C(=NC(=N2)N)N)C3=CC=C(C=C3)C(=O)NC(CCC(=O)O)C(=O)O. Cell line: SK-MEL-28. Synergy scores: CSS=14.6, Synergy_ZIP=-2.25, Synergy_Bliss=1.66, Synergy_Loewe=-1.02, Synergy_HSA=-0.140. (2) Drug 1: C1=NC2=C(N1)C(=S)N=C(N2)N. Drug 2: CS(=O)(=O)OCCCCOS(=O)(=O)C. Cell line: HOP-62. Synergy scores: CSS=23.0, Synergy_ZIP=-6.59, Synergy_Bliss=-6.86, Synergy_Loewe=-19.8, Synergy_HSA=-5.11. (3) Drug 1: CC(C1=C(C=CC(=C1Cl)F)Cl)OC2=C(N=CC(=C2)C3=CN(N=C3)C4CCNCC4)N. Drug 2: C1=NC2=C(N1)C(=S)N=CN2. Cell line: HOP-92. Synergy scores: CSS=-2.46, Synergy_ZIP=-12.7, Synergy_Bliss=-28.0, Synergy_Loewe=-33.2, Synergy_HSA=-26.1. (4) Drug 1: COC1=CC(=CC(=C1O)OC)C2C3C(COC3=O)C(C4=CC5=C(C=C24)OCO5)OC6C(C(C7C(O6)COC(O7)C8=CC=CS8)O)O. Drug 2: C1C(C(OC1N2C=C(C(=O)NC2=O)F)CO)O. Cell line: KM12. Synergy scores: CSS=16.8, Synergy_ZIP=-15.8, Synergy_Bliss=-33.7, Synergy_Loewe=-7.53, Synergy_HSA=-24.4. (5) Drug 1: CC1C(C(CC(O1)OC2CC(CC3=C2C(=C4C(=C3O)C(=O)C5=C(C4=O)C(=CC=C5)OC)O)(C(=O)CO)O)N)O.Cl. Drug 2: CC1CCCC2(C(O2)CC(NC(=O)CC(C(C(=O)C(C1O)C)(C)C)O)C(=CC3=CSC(=N3)C)C)C. Cell line: UACC-257. Synergy scores: CSS=17.3, Synergy_ZIP=1.26, Synergy_Bliss=-0.171, Synergy_Loewe=-8.56, Synergy_HSA=1.14.